This data is from NCI-60 drug combinations with 297,098 pairs across 59 cell lines. The task is: Regression. Given two drug SMILES strings and cell line genomic features, predict the synergy score measuring deviation from expected non-interaction effect. Drug 1: C1C(C(OC1N2C=C(C(=O)NC2=O)F)CO)O. Drug 2: COC1=C2C(=CC3=C1OC=C3)C=CC(=O)O2. Cell line: HCT116. Synergy scores: CSS=37.4, Synergy_ZIP=-7.08, Synergy_Bliss=-2.58, Synergy_Loewe=-14.3, Synergy_HSA=-1.13.